From a dataset of Full USPTO retrosynthesis dataset with 1.9M reactions from patents (1976-2016). Predict the reactants needed to synthesize the given product. (1) Given the product [F:1][C:2]1[C:3]([C:17]2[S:21][C:20]3[C:22]([C:38]4[C:39]([CH2:42][OH:43])=[CH:40][N:41]=[C:36]([F:35])[CH:37]=4)=[CH:23][CH:24]=[CH:25][C:19]=3[CH:18]=2)=[N:4][C:5]([NH:8][CH2:9][CH2:10][N:11]2[CH2:15][CH2:14][NH:13][C:12]2=[O:16])=[N:6][CH:7]=1, predict the reactants needed to synthesize it. The reactants are: [F:1][C:2]1[C:3]([C:17]2[S:21][C:20]3[C:22](B4OC(C)(C)C(C)(C)O4)=[CH:23][CH:24]=[CH:25][C:19]=3[CH:18]=2)=[N:4][C:5]([NH:8][CH2:9][CH2:10][N:11]2[CH2:15][CH2:14][NH:13][C:12]2=[O:16])=[N:6][CH:7]=1.[F:35][C:36]1[N:41]=[CH:40][C:39]([CH2:42][OH:43])=[C:38](I)[CH:37]=1.C(P(C(C)(C)C)C1C=CC=CC=1C1C=CC=CC=1)(C)(C)C.C(=O)([O-])[O-].[Na+].[Na+]. (2) Given the product [NH2:20][CH2:19][CH2:18][NH:21][C:2]1[CH:11]=[C:10]2[C:5]([C:6](=[O:17])[C:7]([C:14]([OH:16])=[O:15])=[CH:8][N:9]2[CH2:12][CH3:13])=[CH:4][CH:3]=1, predict the reactants needed to synthesize it. The reactants are: Cl[C:2]1[CH:11]=[C:10]2[C:5]([C:6](=[O:17])[C:7]([C:14]([OH:16])=[O:15])=[CH:8][N:9]2[CH2:12][CH3:13])=[CH:4][CH:3]=1.[CH2:18]([NH2:21])[CH2:19][NH2:20].C(Cl)Cl.